This data is from Catalyst prediction with 721,799 reactions and 888 catalyst types from USPTO. The task is: Predict which catalyst facilitates the given reaction. (1) Reactant: [C:1]([NH:5][C:6]1[C:11]([C:12]2[N:16]([C:17]3[CH:22]=[CH:21][C:20]([CH:23]=[CH2:24])=[C:19]([F:25])[C:18]=3[F:26])[N:15]=[N:14][N:13]=2)=[CH:10][CH:9]=[CH:8][N:7]=1)([CH3:4])([CH3:3])[CH3:2].[H][H]. Product: [C:1]([NH:5][C:6]1[C:11]([C:12]2[N:16]([C:17]3[CH:22]=[CH:21][C:20]([CH2:23][CH3:24])=[C:19]([F:25])[C:18]=3[F:26])[N:15]=[N:14][N:13]=2)=[CH:10][CH:9]=[CH:8][N:7]=1)([CH3:3])([CH3:2])[CH3:4]. The catalyst class is: 78. (2) Reactant: [CH3:1][C:2]1[N:7]=[CH:6][C:5]([C:8]2[CH:9]=[C:10]([NH2:13])[NH:11][N:12]=2)=[CH:4][CH:3]=1.[OH-].[K+].[C:16](O[C:16]([O:18][C:19]([CH3:22])([CH3:21])[CH3:20])=[O:17])([O:18][C:19]([CH3:22])([CH3:21])[CH3:20])=[O:17]. Product: [C:19]([O:18][C:16]([N:11]1[C:10]([NH2:13])=[CH:9][C:8]([C:5]2[CH:6]=[N:7][C:2]([CH3:1])=[CH:3][CH:4]=2)=[N:12]1)=[O:17])([CH3:22])([CH3:21])[CH3:20]. The catalyst class is: 2. (3) Reactant: [CH2:1]([O:5][CH2:6][CH2:7][O:8][C:9]1[CH:14]=[CH:13][C:12]([C:15]2[CH:20]=[CH:19][C:18]([N:21]3[CH2:25][CH:24]([CH3:26])[CH:23]([CH3:27])[CH2:22]3)=[C:17](/[CH:28]=[C:29](\[CH3:35])/[C:30]([O:32]CC)=[O:31])[CH:16]=2)=[CH:11][CH:10]=1)[CH2:2][CH2:3][CH3:4].[OH-].[Na+].O.Cl. Product: [CH2:1]([O:5][CH2:6][CH2:7][O:8][C:9]1[CH:10]=[CH:11][C:12]([C:15]2[CH:20]=[CH:19][C:18]([N:21]3[CH2:25][CH:24]([CH3:26])[CH:23]([CH3:27])[CH2:22]3)=[C:17](/[CH:28]=[C:29](\[CH3:35])/[C:30]([OH:32])=[O:31])[CH:16]=2)=[CH:13][CH:14]=1)[CH2:2][CH2:3][CH3:4]. The catalyst class is: 36. (4) Reactant: [Cl:1][C:2]1[CH:3]=[CH:4][N:5]2[C:10]=1[C:9]([O:11][C:12]1[CH:17]=[CH:16][C:15]([N+:18]([O-])=O)=[CH:14][C:13]=1[F:21])=[N:8][CH:7]=[N:6]2.CO.[Cl-].[NH4+]. Product: [Cl:1][C:2]1[CH:3]=[CH:4][N:5]2[C:10]=1[C:9]([O:11][C:12]1[CH:17]=[CH:16][C:15]([NH2:18])=[CH:14][C:13]=1[F:21])=[N:8][CH:7]=[N:6]2. The catalyst class is: 324.